From a dataset of Full USPTO retrosynthesis dataset with 1.9M reactions from patents (1976-2016). Predict the reactants needed to synthesize the given product. (1) Given the product [CH3:20][N:19]([CH2:18][C:15]1[CH:16]=[CH:17][C:12]2[N:13]([C:9]([CH2:8][C:7]([NH2:32])=[O:6])=[CH:10][N:11]=2)[CH:14]=1)[CH3:21], predict the reactants needed to synthesize it. The reactants are: O.[OH-].[Li+].C([O:6][C:7](=O)[CH2:8][C:9]1[N:13]2[CH:14]=[C:15]([CH2:18][N:19]([CH3:21])[CH3:20])[CH:16]=[CH:17][C:12]2=[N:11][CH:10]=1)C.FC(F)(F)C(O)=O.C(N1C=CN=C1)([N:32]1C=CN=C1)=O. (2) Given the product [CH3:1][C:2]([CH3:15])=[CH:3][C:4]1[CH:12]=[CH:11][CH:10]=[C:9]2[C:5]=1[C:6](=[N:39][NH:38][C:37]1[CH:36]=[CH:35][C:34]([S:40]([NH2:43])(=[O:41])=[O:42])=[CH:33][CH:32]=1)[C:7](=[O:13])[NH:8]2, predict the reactants needed to synthesize it. The reactants are: [CH3:1][C:2]([CH3:15])=[CH:3][C:4]1[CH:12]=[CH:11][CH:10]=[C:9]2[C:5]=1[C:6](=O)[C:7](=[O:13])[NH:8]2.IC1C=CC=C2C=1C(=O)C(=O)N2.CC(=C)C.[CH:32]1[C:37]([NH:38][NH2:39])=[CH:36][CH:35]=[C:34]([S:40]([NH2:43])(=[O:42])=[O:41])[CH:33]=1.Cl.